This data is from Full USPTO retrosynthesis dataset with 1.9M reactions from patents (1976-2016). The task is: Predict the reactants needed to synthesize the given product. (1) Given the product [Br:18][C:15]1[CH:14]=[CH:13][CH:12]=[C:11]2[C:16]=1[CH2:17][NH:9][CH2:10]2, predict the reactants needed to synthesize it. The reactants are: Cl.C([N:9]1[CH2:17][C:16]2[C:11](=[CH:12][CH:13]=[CH:14][C:15]=2[Br:18])[CH2:10]1)C1C=CC=CC=1.[OH-].[Na+].ClC(OC(Cl)=O)C. (2) Given the product [OH:47][NH:46][C:26](=[O:27])/[CH:25]=[CH:24]/[C:22]1[CH:21]=[CH:20][CH:19]=[C:18](/[CH:17]=[CH:16]/[C:15]([C:11]2[CH:12]=[CH:13][CH:14]=[C:9]([CH2:8][N:5]3[CH2:35][CH2:34][N:2]([CH3:1])[CH2:3][CH2:4]3)[CH:10]=2)=[O:33])[N:23]=1, predict the reactants needed to synthesize it. The reactants are: [CH3:1][N:2]1CC[N:5]([CH2:8][C:9]2[CH:10]=[C:11]([C:15](=[O:33])/[CH:16]=[CH:17]/[C:18]3[N:23]=[C:22](/[CH:24]=[CH:25]/[C:26](OC(C)(C)C)=[O:27])[CH:21]=[CH:20][CH:19]=3)[CH:12]=[CH:13][CH:14]=2)[CH2:4][CH2:3]1.[CH2:34](Cl)[CH2:35]Cl.C1C=CC2[N:46]([OH:47])N=NC=2C=1.NOC1CCCCO1. (3) Given the product [Br:8][C:9]1[CH:10]=[C:11]([C:16]2([C:2]3[CH:7]=[CH:6][N:5]=[CH:4][CH:3]=3)[C:24]3[C:25](=[C:26]([F:30])[CH:27]=[CH:28][CH:29]=3)[C:31]([NH2:32])=[N:17]2)[CH:12]=[CH:13][C:14]=1[F:15], predict the reactants needed to synthesize it. The reactants are: I[C:2]1[CH:7]=[CH:6][N:5]=[CH:4][CH:3]=1.[Br:8][C:9]1[CH:10]=[C:11]([C:16]([C:24]2[CH:29]=[CH:28][CH:27]=[C:26]([F:30])[C:25]=2[C:31]#[N:32])=[N:17]S(C(C)(C)C)=O)[CH:12]=[CH:13][C:14]=1[F:15]. (4) Given the product [N:7]1[C:6]([NH2:8])=[CH:5][CH:4]=[CH:3][C:2]=1[C:11]1[CH:10]=[N:9][CH:14]=[CH:13][CH:12]=1, predict the reactants needed to synthesize it. The reactants are: Cl[C:2]1[N:7]=[C:6]([NH2:8])[CH:5]=[CH:4][CH:3]=1.[N:9]1[CH:14]=[CH:13][CH:12]=[C:11](B(O)O)[CH:10]=1.C([O-])([O-])=O.[K+].[K+]. (5) The reactants are: [CH2:1]([C:3]1[CH:4]=[C:5]([NH:22][NH2:23])[N:6]=[N:7][C:8]=1[CH2:9][N:10]1[CH:14]=[CH:13][N:12]=[C:11]1[C:15]1[CH:20]=[CH:19][CH:18]=[C:17]([F:21])[CH:16]=1)[CH3:2].[CH:24](O)=O. Given the product [CH2:1]([C:3]1[C:8]([CH2:9][N:10]2[CH:14]=[CH:13][N:12]=[C:11]2[C:15]2[CH:20]=[CH:19][CH:18]=[C:17]([F:21])[CH:16]=2)=[N:7][N:6]2[CH:24]=[N:23][N:22]=[C:5]2[CH:4]=1)[CH3:2], predict the reactants needed to synthesize it. (6) Given the product [OH:1][C:2]1[CH:10]=[CH:9][C:5]([C:6]([NH:19][CH:15]([CH2:16][CH2:17][CH3:18])[CH2:14][CH2:13][CH3:12])=[O:8])=[CH:4][C:3]=1[CH3:11], predict the reactants needed to synthesize it. The reactants are: [OH:1][C:2]1[CH:10]=[CH:9][C:5]([C:6]([OH:8])=O)=[CH:4][C:3]=1[CH3:11].[CH3:12][CH2:13][CH2:14][CH:15]([NH2:19])[CH2:16][CH2:17][CH3:18].